Dataset: Forward reaction prediction with 1.9M reactions from USPTO patents (1976-2016). Task: Predict the product of the given reaction. (1) Given the reactants F[C:2]1[CH:9]=[C:8]([N+:10]([O-:12])=[O:11])[CH:7]=[CH:6][C:3]=1[CH:4]=O.Cl.[C:14]([NH2:17])(=[NH:16])[CH3:15], predict the reaction product. The product is: [CH3:15][C:14]1[N:17]=[CH:4][C:3]2[C:2](=[CH:9][C:8]([N+:10]([O-:12])=[O:11])=[CH:7][CH:6]=2)[N:16]=1. (2) The product is: [CH:16]1([NH:18][C:9]([CH:7]2[CH2:6][CH:5]([CH2:1][CH:2]([CH3:3])[CH3:4])[CH2:8]2)=[O:11])[CH2:17][CH2:15]1. Given the reactants [CH2:1]([CH:5]1[CH2:8][CH:7]([C:9]([OH:11])=O)[CH2:6]1)[CH:2]([CH3:4])[CH3:3].C1C=C[C:15]2N(O)N=[N:18][C:16]=2[CH:17]=1.C1(N)CC1.CCN=C=NCCCN(C)C.Cl, predict the reaction product. (3) Given the reactants [C:1]([C:5]1[C:6]([OH:33])=[C:7]([C:16](=[O:32])[NH:17][C:18]2[CH:23]=[CH:22][C:21]([S:24]([C:27]([F:30])([F:29])[F:28])(=[O:26])=[O:25])=[CH:20][C:19]=2[Cl:31])[C:8]([CH3:15])=[C:9]([S:11](Cl)(=[O:13])=[O:12])[CH:10]=1)([CH3:4])([CH3:3])[CH3:2].[NH3:34], predict the reaction product. The product is: [C:1]([C:5]1[C:6]([OH:33])=[C:7]([C:8]([CH3:15])=[C:9]([S:11](=[O:13])(=[O:12])[NH2:34])[CH:10]=1)[C:16]([NH:17][C:18]1[CH:23]=[CH:22][C:21]([S:24]([C:27]([F:30])([F:29])[F:28])(=[O:26])=[O:25])=[CH:20][C:19]=1[Cl:31])=[O:32])([CH3:4])([CH3:3])[CH3:2]. (4) Given the reactants [S:1]([N:11]1[C:15]2=[N:16][CH:17]=[C:18]([CH2:20][NH:21][C:22]([C:24]34[CH2:31][CH2:30][C:27]([NH:32][C:33](=[O:39])[O:34][C:35]([CH3:38])([CH3:37])[CH3:36])([CH2:28][CH2:29]3)[CH2:26][CH2:25]4)=O)[N:19]=[C:14]2[CH:13]=[CH:12]1)([C:4]1[CH:10]=[CH:9][C:7]([CH3:8])=[CH:6][CH:5]=1)(=[O:3])=[O:2].O(C1C=CC(P2(=S)SP(=S)(C3C=CC(OC4C=CC=CC=4)=CC=3)S2)=CC=1)C1C=CC=CC=1, predict the reaction product. The product is: [S:1]([N:11]1[C:15]2[N:16]=[CH:17][C:18]3[N:19]([C:22]([C:24]45[CH2:29][CH2:28][C:27]([NH:32][C:33](=[O:39])[O:34][C:35]([CH3:36])([CH3:38])[CH3:37])([CH2:30][CH2:31]4)[CH2:26][CH2:25]5)=[N:21][CH:20]=3)[C:14]=2[CH:13]=[CH:12]1)([C:4]1[CH:5]=[CH:6][C:7]([CH3:8])=[CH:9][CH:10]=1)(=[O:3])=[O:2]. (5) Given the reactants [CH3:1][N:2]1[C:7](=[O:8])[CH:6]=[C:5]([C:9]2[CH:14]=[CH:13][N:12]=[CH:11][N:10]=2)[N:4]=[C:3]1[O:15][CH:16]1[CH2:21][CH2:20][N:19]([C:22]2[CH:29]=[CH:28][CH:27]=[CH:26][C:23]=2[CH:24]=O)[CH2:18][CH2:17]1.[NH:30]1[CH2:35][CH2:34][O:33][CH2:32][CH2:31]1.C(O[BH-](OC(=O)C)OC(=O)C)(=O)C.[Na+], predict the reaction product. The product is: [CH3:1][N:2]1[C:7](=[O:8])[CH:6]=[C:5]([C:9]2[CH:14]=[CH:13][N:12]=[CH:11][N:10]=2)[N:4]=[C:3]1[O:15][CH:16]1[CH2:17][CH2:18][N:19]([C:22]2[CH:29]=[CH:28][CH:27]=[CH:26][C:23]=2[CH2:24][N:30]2[CH2:35][CH2:34][O:33][CH2:32][CH2:31]2)[CH2:20][CH2:21]1. (6) Given the reactants C([O:4][CH2:5][C:6]([CH3:50])([CH3:49])[CH2:7][N:8]1[C:14]2[CH:15]=[CH:16][C:17]([Cl:19])=[CH:18][C:13]=2[C@@H:12]([C:20]2[CH:25]=[CH:24][CH:23]=[C:22]([O:26][CH3:27])[C:21]=2[O:28][CH3:29])[O:11][C@H:10]([CH2:30][C:31]([NH:33][C:34]2[C:35]([CH3:47])=[C:36]([CH2:40][CH2:41][C:42]([O:44]CC)=[O:43])[CH:37]=[CH:38][CH:39]=2)=[O:32])[C:9]1=[O:48])(=O)C.[OH-].[Na+].C(O)C, predict the reaction product. The product is: [Cl:19][C:17]1[CH:16]=[CH:15][C:14]2[N:8]([CH2:7][C:6]([CH3:50])([CH3:49])[CH2:5][OH:4])[C:9](=[O:48])[C@@H:10]([CH2:30][C:31]([NH:33][C:34]3[C:35]([CH3:47])=[C:36]([CH2:40][CH2:41][C:42]([OH:44])=[O:43])[CH:37]=[CH:38][CH:39]=3)=[O:32])[O:11][C@H:12]([C:20]3[CH:25]=[CH:24][CH:23]=[C:22]([O:26][CH3:27])[C:21]=3[O:28][CH3:29])[C:13]=2[CH:18]=1. (7) The product is: [CH3:31][O:30][C:28]([C:32]1[CH:33]=[C:34]([CH2:35][NH:36][C:2]2[CH:7]=[CH:6][C:5]([C:8]3[O:9][C:10]4[CH:16]=[CH:15][CH:14]=[CH:13][C:11]=4[N:12]=3)=[CH:4][C:3]=2[N+:17]([O-:19])=[O:18])[CH:37]=[CH:38][CH:39]=1)=[O:29]. Given the reactants F[C:2]1[CH:7]=[CH:6][C:5]([C:8]2[O:9][C:10]3[CH:16]=[CH:15][CH:14]=[CH:13][C:11]=3[N:12]=2)=[CH:4][C:3]=1[N+:17]([O-:19])=[O:18].C(N(CC)CC)C.Cl.[C:28]([C:32]1[CH:33]=[C:34]([CH:37]=[CH:38][CH:39]=1)[CH2:35][NH2:36])([O:30][CH3:31])=[O:29].O, predict the reaction product. (8) Given the reactants O[C@@H:2]1[C@@:7]([CH2:14][O:15]S(C)(=O)=O)([C:8]2[CH:13]=[CH:12][CH:11]=[CH:10][N:9]=2)[CH2:6][CH2:5][N:4]([C:20]([O:22][C:23]([CH3:26])([CH3:25])[CH3:24])=[O:21])[CH2:3]1.C1CCN2C(=NCCC2)CC1, predict the reaction product. The product is: [N:9]1[CH:10]=[CH:11][CH:12]=[CH:13][C:8]=1[C@:7]12[CH2:14][O:15][C@H:6]1[CH2:5][N:4]([C:20]([O:22][C:23]([CH3:26])([CH3:25])[CH3:24])=[O:21])[CH2:3][CH2:2]2. (9) The product is: [CH2:20]([N:22]([CH2:28][CH3:29])[C:23]([O:24][CH2:25][O:18][C:17]([C:9]1[NH:10][C:11]2[C:16]([C:8]=1[NH:7][C:4]1[CH:5]=[CH:6][N:1]=[CH:2][CH:3]=1)=[CH:15][CH:14]=[CH:13][CH:12]=2)=[O:19])=[O:27])[CH3:21]. Given the reactants [N:1]1[CH:6]=[CH:5][C:4]([NH:7][C:8]2[C:16]3[C:11](=[CH:12][CH:13]=[CH:14][CH:15]=3)[NH:10][C:9]=2[C:17]([OH:19])=[O:18])=[CH:3][CH:2]=1.[CH2:20]([N:22]([CH2:28][CH3:29])[C:23](=[O:27])[O:24][CH2:25]Cl)[CH3:21].C([O-])([O-])=O.[K+].[K+], predict the reaction product.